Dataset: Forward reaction prediction with 1.9M reactions from USPTO patents (1976-2016). Task: Predict the product of the given reaction. Given the reactants C[C:2]1[C:3]([NH2:11])=[C:4]([CH:8]=[CH:9][CH:10]=1)[C:5]([OH:7])=[O:6].[CH3:12]CN(CC)CC.[N+:19]([C:22]1[CH:23]=[C:24]([CH:28]=[CH:29][CH:30]=1)[C:25](Cl)=[O:26])([O-:21])=[O:20], predict the reaction product. The product is: [N+:19]([C:22]1[CH:23]=[C:24]([CH:28]=[CH:29][CH:30]=1)[C:25]([NH:11][C:3]1[CH:2]=[CH:10][CH:9]=[CH:8][C:4]=1[C:5]([O:7][CH3:12])=[O:6])=[O:26])([O-:21])=[O:20].